Dataset: Forward reaction prediction with 1.9M reactions from USPTO patents (1976-2016). Task: Predict the product of the given reaction. (1) The product is: [CH3:42][C:39]1[CH:38]=[CH:37][C:36]([S:33]([O:32][CH:31]2[C:27]([F:51])([F:26])[C:28]([C:25]3[C:20]([F:19])=[N:21][CH:22]=[CH:23][CH:24]=3)=[N:29][CH2:30]2)(=[O:35])=[O:34])=[CH:41][CH:40]=1. Given the reactants C(NC(C)C)(C)C.CCCCCC.C([Li])CCC.[F:19][C:20]1[CH:25]=[CH:24][CH:23]=[CH:22][N:21]=1.[F:26][C:27]1([F:51])[CH:31]([O:32][S:33]([C:36]2[CH:41]=[CH:40][C:39]([CH3:42])=[CH:38][CH:37]=2)(=[O:35])=[O:34])[CH2:30][N:29](C(OC(C)(C)C)=O)[C:28]1=O, predict the reaction product. (2) Given the reactants [CH3:1][O:2][C:3]1[CH:18]=[CH:17][C:6]2[CH2:7][C@@:8]3([CH3:16])[C@H:13]([C:14](=O)[C:5]=2[CH:4]=1)[CH2:12][O:11][CH2:10][CH2:9]3.O1CCC[CH2:20]1.C1(C)C=CC=CC=1, predict the reaction product. The product is: [CH3:1][O:2][C:3]1[CH:18]=[CH:17][C:6]2[CH2:7][C@@:8]3([CH3:16])[C@H:13]([C:14](=[CH2:20])[C:5]=2[CH:4]=1)[CH2:12][O:11][CH2:10][CH2:9]3. (3) Given the reactants [F:1][C:2]1[CH:7]=[CH:6][CH:5]=[C:4]([F:8])[C:3]=1[N:9]1[C:14]2[N:15]=[C:16](S(C)(=O)=O)[N:17]=[C:18]([C:19]3[CH:20]=[C:21]([CH:28]=[CH:29][C:30]=3[CH3:31])[C:22]([NH:24][CH2:25][CH2:26][CH3:27])=[O:23])[C:13]=2[CH:12]=[CH:11][C:10]1=[O:36].[NH2:37][CH2:38][CH2:39][N:40]([CH3:48])[C:41](=[O:47])[O:42][C:43]([CH3:46])([CH3:45])[CH3:44], predict the reaction product. The product is: [F:1][C:2]1[CH:7]=[CH:6][CH:5]=[C:4]([F:8])[C:3]=1[N:9]1[C:14]2[N:15]=[C:16]([NH:37][CH2:38][CH2:39][N:40]([CH3:48])[C:41](=[O:47])[O:42][C:43]([CH3:44])([CH3:45])[CH3:46])[N:17]=[C:18]([C:19]3[CH:20]=[C:21]([C:22]([NH:24][CH2:25][CH2:26][CH3:27])=[O:23])[CH:28]=[CH:29][C:30]=3[CH3:31])[C:13]=2[CH:12]=[CH:11][C:10]1=[O:36].